The task is: Predict the reactants needed to synthesize the given product.. This data is from Retrosynthesis with 50K atom-mapped reactions and 10 reaction types from USPTO. Given the product CC(C)Oc1cncc(N=Cc2ccccc2)c1, predict the reactants needed to synthesize it. The reactants are: CC(C)Oc1cncc(N)c1.O=Cc1ccccc1.